From a dataset of Full USPTO retrosynthesis dataset with 1.9M reactions from patents (1976-2016). Predict the reactants needed to synthesize the given product. (1) The reactants are: CO[C:3](=[O:12])[C:4]1[CH:9]=[C:8](Br)[C:7]([OH:11])=[N:6][CH:5]=1.[Cl:13][C:14]1[CH:19]=[CH:18][C:17](B(O)O)=[CH:16][CH:15]=1.Cl.[NH2:24][CH2:25][C@H:26]1[CH2:31][CH2:30][CH2:29][CH2:28][C@H:27]1[OH:32].[CH3:33][O:34][CH2:35][CH2:36]O. Given the product [Cl:13][C:14]1[CH:19]=[CH:18][C:17]([C:8]2[C:7]([O:11][CH2:36][CH2:35][O:34][CH3:33])=[N:6][CH:5]=[C:4]([CH:9]=2)[C:3]([NH:24][CH2:25][CH:26]2[CH2:31][CH2:30][CH2:29][CH2:28][CH:27]2[OH:32])=[O:12])=[CH:16][CH:15]=1, predict the reactants needed to synthesize it. (2) Given the product [Br:1][C:2]1[CH:7]=[CH:6][C:5]([NH:8][CH3:9])=[CH:4][CH:3]=1, predict the reactants needed to synthesize it. The reactants are: [Br:1][C:2]1[CH:7]=[CH:6][C:5]([NH:8][C:9](=O)OC(C)(C)C)=[CH:4][CH:3]=1.[H-].[Al+3].[Li+].[H-].[H-].[H-]. (3) Given the product [CH3:18][O:17][C:14]1[CH:15]=[C:16]2[C:11](=[CH:12][CH:13]=1)[C:10]([OH:19])=[N:9][CH:8]=[C:7]2[N:1]1[CH:5]=[CH:4][CH:3]=[N:2]1, predict the reactants needed to synthesize it. The reactants are: [NH:1]1[CH:5]=[CH:4][CH:3]=[N:2]1.Br[C:7]1[C:16]2[C:11](=[CH:12][CH:13]=[C:14]([O:17][CH3:18])[CH:15]=2)[C:10]([OH:19])=[N:9][CH:8]=1. (4) Given the product [CH3:1][O:2][C:3](=[O:17])[C:4]1[CH:9]=[CH:8][CH:7]=[C:6]([C:10]2[S:31][C:12]([CH2:15][O:16][CH:23]3[CH2:22][CH2:21][CH2:20][CH2:19][O:18]3)=[N:13][N:14]=2)[CH:5]=1, predict the reactants needed to synthesize it. The reactants are: [CH3:1][O:2][C:3](=[O:17])[C:4]1[CH:9]=[CH:8][CH:7]=[C:6]([C:10]2O[C:12]([CH2:15][OH:16])=[N:13][N:14]=2)[CH:5]=1.[O:18]1[CH:23]=[CH:22][CH2:21][CH2:20][CH2:19]1.O.C1(C)C=CC([S:31](O)(=O)=O)=CC=1. (5) Given the product [Si:15]([O:22][C@H:23]([C@H:25]([N:38]1[CH:37]=[N:36][C:35]2[C:39]1=[N:40][CH:41]=[N:42][C:34]=2[Cl:33])[CH2:26][CH2:27][CH2:28][CH2:29][CH2:30][CH3:31])[CH3:24])([C:18]([CH3:21])([CH3:20])[CH3:19])([CH3:17])[CH3:16], predict the reactants needed to synthesize it. The reactants are: N(C(OC(C)C)=O)=NC(OC(C)C)=O.[Si:15]([O:22][C@H:23]([C@@H:25](O)[CH2:26][CH2:27][CH2:28][CH2:29][CH2:30][CH3:31])[CH3:24])([C:18]([CH3:21])([CH3:20])[CH3:19])([CH3:17])[CH3:16].[Cl:33][C:34]1[N:42]=[CH:41][N:40]=[C:39]2[C:35]=1[N:36]=[CH:37][NH:38]2.C1(P(C2C=CC=CC=2)C2C=CC=CC=2)C=CC=CC=1. (6) Given the product [C:1]([C:3]1[CH:8]=[CH:7][C:6]([N:9]([CH2:15][CH:16]2[CH2:17][CH2:18]2)[C@H:10]([C:12]([NH:25][CH2:23][CH3:24])=[O:14])[CH3:11])=[CH:5][C:4]=1[C:19]([F:22])([F:20])[F:21])#[N:2], predict the reactants needed to synthesize it. The reactants are: [C:1]([C:3]1[CH:8]=[CH:7][C:6]([N:9]([CH2:15][CH:16]2[CH2:18][CH2:17]2)[C@H:10]([C:12]([OH:14])=O)[CH3:11])=[CH:5][C:4]=1[C:19]([F:22])([F:21])[F:20])#[N:2].[CH2:23]([NH2:25])[CH3:24]. (7) Given the product [NH2:1][C:2]1[CH:3]=[C:4]([CH:8]=[C:9]([C:13]([CH3:17])=[CH2:12])[CH:10]=1)[C:5]([OH:7])=[O:6], predict the reactants needed to synthesize it. The reactants are: [NH2:1][C:2]1[CH:3]=[C:4]([CH:8]=[C:9](Br)[CH:10]=1)[C:5]([OH:7])=[O:6].[CH3:12][C:13]1(C)[C:17](C)(C)OB(C(C)=C)O1.C(=O)([O-])[O-].[K+].[K+].O. (8) Given the product [Br:28][C:25]1[CH:24]=[CH:23][C:22]([F:21])=[C:27]([C:11]2[CH:12]=[CH:13][C:8]([C:3]3[CH:4]=[CH:5][CH:6]=[CH:7][C:2]=3[F:1])=[C:9]([O:19][CH3:20])[C:10]=2[O:17][CH3:18])[CH:26]=1, predict the reactants needed to synthesize it. The reactants are: [F:1][C:2]1[CH:7]=[CH:6][CH:5]=[CH:4][C:3]=1[C:8]1[CH:13]=[CH:12][C:11](B(O)O)=[C:10]([O:17][CH3:18])[C:9]=1[O:19][CH3:20].[F:21][C:22]1[CH:27]=[CH:26][C:25]([Br:28])=[CH:24][C:23]=1I.C(=O)([O-])[O-].[Na+].[Na+]. (9) Given the product [CH:42]1([NH:45][CH2:2][C:3]2[CH:8]=[C:7]([C:9]3[CH:10]=[C:11]([C:15]4[CH2:21][C:20](=[O:22])[NH:19][C:18]5[CH:23]=[C:24]([C:33]([F:36])([F:34])[F:35])[C:25]([O:27][CH2:28][C:29]([F:30])([F:31])[F:32])=[CH:26][C:17]=5[N:16]=4)[CH:12]=[CH:13][CH:14]=3)[CH:6]=[CH:5][N:4]=2)[CH2:44][CH2:43]1, predict the reactants needed to synthesize it. The reactants are: O[CH2:2][C:3]1[CH:8]=[C:7]([C:9]2[CH:10]=[C:11]([C:15]3[CH2:21][C:20](=[O:22])[NH:19][C:18]4[CH:23]=[C:24]([C:33]([F:36])([F:35])[F:34])[C:25]([O:27][CH2:28][C:29]([F:32])([F:31])[F:30])=[CH:26][C:17]=4[N:16]=3)[CH:12]=[CH:13][CH:14]=2)[CH:6]=[CH:5][N:4]=1.S(Cl)(Cl)=O.[Cl-].[CH:42]1([NH2:45])[CH2:44][CH2:43]1. (10) Given the product [C:13]([C:5]1[C:6]([N:8]=[CH:9][N:10]([CH3:12])[CH3:11])=[N:7][C:2]([C:29]2[CH:30]=[CH:31][C:26]([F:25])=[CH:27][CH:28]=2)=[C:3]([C:15]2[CH:20]=[CH:19][C:18](=[O:21])[N:17]([CH:22]([CH3:24])[CH3:23])[N:16]=2)[N:4]=1)#[N:14], predict the reactants needed to synthesize it. The reactants are: Cl[C:2]1[N:7]=[C:6]([N:8]=[CH:9][N:10]([CH3:12])[CH3:11])[C:5]([C:13]#[N:14])=[N:4][C:3]=1[C:15]1[CH:20]=[CH:19][C:18](=[O:21])[N:17]([CH:22]([CH3:24])[CH3:23])[N:16]=1.[F:25][C:26]1[CH:31]=[CH:30][C:29](B(O)O)=[CH:28][CH:27]=1.C([O-])([O-])=O.[Na+].[Na+].CCOC(C)=O.